From a dataset of Full USPTO retrosynthesis dataset with 1.9M reactions from patents (1976-2016). Predict the reactants needed to synthesize the given product. (1) Given the product [CH2:7]([O:6][P:4]([CH2:9][CH2:10][C:11]([O-:13])=[O:12])([O:3][CH2:1][CH3:2])=[O:5])[CH3:8].[CH2:7]([O:6][P:4]([CH2:9][CH2:10][C:11]([O-:13])=[O:12])([O:3][CH2:1][CH3:2])=[O:5])[CH3:8].[CH2:7]([O:6][P:4]([CH2:9][CH2:10][C:11]([O-:13])=[O:12])([O:3][CH2:1][CH3:2])=[O:5])[CH3:8].[Al+3:17], predict the reactants needed to synthesize it. The reactants are: [CH2:1]([O:3][P:4]([CH2:9][CH2:10][C:11]([OH:13])=[O:12])([O:6][CH2:7][CH3:8])=[O:5])[CH3:2].O.O.[OH-].[Al+3:17].[OH-].[OH-]. (2) Given the product [Br:1][C:2]1[C:3](=[O:17])[NH:4][C:5](=[O:16])[N:6]([CH2:8][CH2:9][C:10]2[CH:15]=[CH:14][CH:13]=[C:12]([F:18])[CH:11]=2)[N:7]=1, predict the reactants needed to synthesize it. The reactants are: [Br:1][C:2]1[C:3](=[O:17])[NH:4][C:5](=[O:16])[N:6]([CH2:8][CH2:9][C:10]2[CH:15]=[CH:14][CH:13]=[CH:12][CH:11]=2)[N:7]=1.[F:18]C1C=CC=CC=1CCI.C(I)CC1C=CC=CC=1. (3) Given the product [C:24]([NH:6][C@@H:5]([CH2:7][C:8]1[CH:9]=[CH:10][C:11]([OH:14])=[CH:12][CH:13]=1)[C:4]([O:3][CH3:2])=[O:15])(=[O:30])[CH2:25][CH2:26][CH2:27][CH2:28][CH3:29], predict the reactants needed to synthesize it. The reactants are: Cl.[CH3:2][O:3][C:4](=[O:15])[C@H:5]([CH2:7][C:8]1[CH:13]=[CH:12][C:11]([OH:14])=[CH:10][CH:9]=1)[NH2:6].C(N(CC)CC)C.Cl.[C:24](Cl)(=[O:30])[CH2:25][CH2:26][CH2:27][CH2:28][CH3:29]. (4) Given the product [C:25]([OH:32])(=[O:31])/[CH:26]=[CH:27]\[C:28]([OH:30])=[O:29].[C:25]([OH:32])(=[O:31])/[CH:26]=[CH:27]\[C:28]([OH:30])=[O:29].[CH:1]([N:4]1[CH2:9][CH2:8][N:7]([C:10]([C:12]2[CH:17]=[CH:16][C:15]([CH2:18][N:19]3[CH2:24][CH2:23][CH2:22][CH2:21][CH2:20]3)=[CH:14][CH:13]=2)=[O:11])[CH2:6][CH2:5]1)([CH3:3])[CH3:2], predict the reactants needed to synthesize it. The reactants are: [CH:1]([N:4]1[CH2:9][CH2:8][N:7]([C:10]([C:12]2[CH:17]=[CH:16][C:15]([CH2:18][N:19]3[CH2:24][CH2:23][CH2:22][CH2:21][CH2:20]3)=[CH:14][CH:13]=2)=[O:11])[CH2:6][CH2:5]1)([CH3:3])[CH3:2].[C:25]([OH:32])(=[O:31])/[CH:26]=[CH:27]\[C:28]([OH:30])=[O:29]. (5) Given the product [CH2:1]([O:3][C:4]([C:6]1[C:14]2[C:9](=[CH:10][CH:11]=[C:12]([O:15][C:37]3[CH:38]=[CH:39][C:34]([O:33][CH:30]([CH3:32])[CH3:31])=[CH:35][CH:36]=3)[CH:13]=2)[N:8]([C:16]2[CH:21]=[CH:20][C:19]([O:22][CH3:23])=[CH:18][CH:17]=2)[C:7]=1[CH2:24][C:25]([O:27][CH2:28][CH3:29])=[O:26])=[O:5])[CH3:2], predict the reactants needed to synthesize it. The reactants are: [CH2:1]([O:3][C:4]([C:6]1[C:14]2[C:9](=[CH:10][CH:11]=[C:12]([OH:15])[CH:13]=2)[N:8]([C:16]2[CH:21]=[CH:20][C:19]([O:22][CH3:23])=[CH:18][CH:17]=2)[C:7]=1[CH2:24][C:25]([O:27][CH2:28][CH3:29])=[O:26])=[O:5])[CH3:2].[CH:30]([O:33][C:34]1[CH:39]=[CH:38][C:37](B(O)O)=[CH:36][CH:35]=1)([CH3:32])[CH3:31]. (6) Given the product [F:23][C:20]1[CH:19]=[CH:18][C:17]([C:4]2[NH:5][CH:6]=[C:2]([C:38]3[CH2:39][CH:40]4[N:35]([CH2:34][CH2:33][CH2:32]4)[CH2:36][CH:37]=3)[C:3]=2[C:24]2[CH:29]=[CH:28][N:27]=[C:26]([NH:30][CH3:31])[N:25]=2)=[CH:22][CH:21]=1, predict the reactants needed to synthesize it. The reactants are: Br[C:2]1[C:3]([C:24]2[CH:29]=[CH:28][N:27]=[C:26]([NH:30][CH3:31])[N:25]=2)=[C:4]([C:17]2[CH:22]=[CH:21][C:20]([F:23])=[CH:19][CH:18]=2)[N:5]([Si](C(C)C)(C(C)C)C(C)C)[CH:6]=1.[CH2:32]1[CH:40]2[N:35]([CH2:36][CH2:37][C:38](=O)[CH2:39]2)[CH2:34][CH2:33]1.C(N1CCC(=O)CC1)C1C=CC=CC=1. (7) Given the product [Br:1][C:2]1[CH:7]=[CH:6][C:5]([F:8])=[CH:4][C:3]=1[O:9][CH3:10], predict the reactants needed to synthesize it. The reactants are: [Br:1][C:2]1[CH:7]=[CH:6][C:5]([F:8])=[CH:4][C:3]=1[OH:9].[C:10](=O)([O-])[O-].[K+].[K+].IC.O.